This data is from Full USPTO retrosynthesis dataset with 1.9M reactions from patents (1976-2016). The task is: Predict the reactants needed to synthesize the given product. (1) Given the product [CH2:26]([NH:25][CH2:34][C:35]1[CH:36]=[N:37][CH:38]=[C:39]([CH2:41][O:42][C:2]2[C:11]3[C:6](=[CH:7][CH:8]=[CH:9][CH:10]=3)[C:5]3=[N:12][N:13]=[C:14]([C:15]([F:18])([F:17])[F:16])[N:4]3[N:3]=2)[CH:40]=1)[CH2:27][C:28]1[CH:33]=[CH:32][CH:31]=[CH:30][CH:29]=1, predict the reactants needed to synthesize it. The reactants are: Cl[C:2]1[C:11]2[C:6](=[CH:7][CH:8]=[CH:9][CH:10]=2)[C:5]2=[N:12][N:13]=[C:14]([C:15]([F:18])([F:17])[F:16])[N:4]2[N:3]=1.C(OC(=O)[N:25]([CH2:34][C:35]1[CH:36]=[N:37][CH:38]=[C:39]([CH2:41][OH:42])[CH:40]=1)[CH2:26][CH2:27][C:28]1[CH:33]=[CH:32][CH:31]=[CH:30][CH:29]=1)(C)(C)C.CN(C=O)C.C[Si]([N-][Si](C)(C)C)(C)C.[Li+]. (2) Given the product [CH2:5]1[C:4]2[C:11](=[CH:12][C:13]([C:2]([CH:3]=2)=[O:1])=[O:14])[NH:7][CH:6]1[C:8]([OH:10])=[O:9], predict the reactants needed to synthesize it. The reactants are: [OH:1][C:2]1[CH:3]=[C:4]([CH:11]=[CH:12][C:13]=1[OH:14])[CH2:5][C@@H:6]([C:8]([OH:10])=[O:9])[NH2:7].